Predict the reactants needed to synthesize the given product. From a dataset of Full USPTO retrosynthesis dataset with 1.9M reactions from patents (1976-2016). (1) Given the product [Cl:37][C:38]1[CH:44]=[CH:43][C:41]([N:42]2[CH:10]([C:7]3[CH:8]=[CH:9][C:4]([N+:1]([O-:3])=[O:2])=[CH:5][CH:6]=3)[CH2:11][CH2:12][CH:13]2[C:15]2[CH:20]=[CH:19][C:18]([N+:21]([O-:23])=[O:22])=[CH:17][CH:16]=2)=[CH:40][CH:39]=1, predict the reactants needed to synthesize it. The reactants are: [N+:1]([C:4]1[CH:9]=[CH:8][C:7]([CH:10](O)[CH2:11][CH2:12][CH:13]([C:15]2[CH:20]=[CH:19][C:18]([N+:21]([O-:23])=[O:22])=[CH:17][CH:16]=2)O)=[CH:6][CH:5]=1)([O-:3])=[O:2].C(N(CC)CC)C.CS(Cl)(=O)=O.[Cl:37][C:38]1[CH:44]=[CH:43][C:41]([NH2:42])=[CH:40][CH:39]=1. (2) Given the product [C:1]([O:5][C:6]([N:8]1[CH2:9][CH2:10][CH:11]([N:14]2[C:18]3=[N:19][CH:20]=[N:21][C:22]([O:31][C:28]4[CH:29]=[CH:30][C:25]([Cl:24])=[C:26]([C:32]([F:35])([F:33])[F:34])[CH:27]=4)=[C:17]3[CH:16]=[N:15]2)[CH2:12][CH2:13]1)=[O:7])([CH3:4])([CH3:3])[CH3:2], predict the reactants needed to synthesize it. The reactants are: [C:1]([O:5][C:6]([N:8]1[CH2:13][CH2:12][CH:11]([N:14]2[C:18]3=[N:19][CH:20]=[N:21][C:22](Cl)=[C:17]3[CH:16]=[N:15]2)[CH2:10][CH2:9]1)=[O:7])([CH3:4])([CH3:3])[CH3:2].[Cl:24][C:25]1[CH:30]=[CH:29][C:28]([OH:31])=[CH:27][C:26]=1[C:32]([F:35])([F:34])[F:33].